This data is from NCI-60 drug combinations with 297,098 pairs across 59 cell lines. The task is: Regression. Given two drug SMILES strings and cell line genomic features, predict the synergy score measuring deviation from expected non-interaction effect. (1) Drug 1: C1=NC2=C(N1)C(=S)N=C(N2)N. Drug 2: CC1CCCC2(C(O2)CC(NC(=O)CC(C(C(=O)C(C1O)C)(C)C)O)C(=CC3=CSC(=N3)C)C)C. Cell line: SF-539. Synergy scores: CSS=13.6, Synergy_ZIP=-13.8, Synergy_Bliss=-9.93, Synergy_Loewe=-9.25, Synergy_HSA=-8.74. (2) Drug 1: C1=NC(=NC(=O)N1C2C(C(C(O2)CO)O)O)N. Drug 2: C(CCl)NC(=O)N(CCCl)N=O. Synergy scores: CSS=26.8, Synergy_ZIP=-8.77, Synergy_Bliss=1.74, Synergy_Loewe=-11.4, Synergy_HSA=3.11. Cell line: OVCAR-8. (3) Cell line: KM12. Synergy scores: CSS=14.8, Synergy_ZIP=-5.24, Synergy_Bliss=-5.80, Synergy_Loewe=-6.13, Synergy_HSA=-4.00. Drug 2: CC1C(C(CC(O1)OC2CC(OC(C2O)C)OC3=CC4=CC5=C(C(=O)C(C(C5)C(C(=O)C(C(C)O)O)OC)OC6CC(C(C(O6)C)O)OC7CC(C(C(O7)C)O)OC8CC(C(C(O8)C)O)(C)O)C(=C4C(=C3C)O)O)O)O. Drug 1: C1=CC(=CC=C1CCC2=CNC3=C2C(=O)NC(=N3)N)C(=O)NC(CCC(=O)O)C(=O)O. (4) Cell line: OVCAR-5. Drug 2: CCC1(CC2CC(C3=C(CCN(C2)C1)C4=CC=CC=C4N3)(C5=C(C=C6C(=C5)C78CCN9C7C(C=CC9)(C(C(C8N6C)(C(=O)OC)O)OC(=O)C)CC)OC)C(=O)OC)O.OS(=O)(=O)O. Synergy scores: CSS=11.3, Synergy_ZIP=-9.07, Synergy_Bliss=-4.22, Synergy_Loewe=-15.1, Synergy_HSA=-4.34. Drug 1: CC1C(C(CC(O1)OC2CC(CC3=C2C(=C4C(=C3O)C(=O)C5=C(C4=O)C(=CC=C5)OC)O)(C(=O)C)O)N)O.Cl. (5) Drug 1: CC1=C2C(C(=O)C3(C(CC4C(C3C(C(C2(C)C)(CC1OC(=O)C(C(C5=CC=CC=C5)NC(=O)OC(C)(C)C)O)O)OC(=O)C6=CC=CC=C6)(CO4)OC(=O)C)OC)C)OC. Drug 2: CC1CCC2CC(C(=CC=CC=CC(CC(C(=O)C(C(C(=CC(C(=O)CC(OC(=O)C3CCCCN3C(=O)C(=O)C1(O2)O)C(C)CC4CCC(C(C4)OC)OCCO)C)C)O)OC)C)C)C)OC. Cell line: SK-MEL-5. Synergy scores: CSS=22.9, Synergy_ZIP=-4.80, Synergy_Bliss=-8.00, Synergy_Loewe=-14.6, Synergy_HSA=-5.54.